This data is from Full USPTO retrosynthesis dataset with 1.9M reactions from patents (1976-2016). The task is: Predict the reactants needed to synthesize the given product. (1) The reactants are: [CH2:1]([O:3][C:4]([C:6]1[C:7](=[O:28])[C:8]2[CH:13]=[N:12][C:11](S(C)(=O)=O)=[N:10][C:9]=2[N:18]([C:20]2[CH:25]=[CH:24][C:23]([CH2:26][CH3:27])=[CH:22][CH:21]=2)[CH:19]=1)=[O:5])[CH3:2].[C:29]([O:33][C:34]([N:36]1[CH2:41][CH2:40][CH:39]([C:42]2[CH:47]=[CH:46][C:45]([NH2:48])=[CH:44][CH:43]=2)[CH2:38][CH2:37]1)=[O:35])([CH3:32])([CH3:31])[CH3:30]. Given the product [CH2:1]([O:3][C:4]([C:6]1[C:7](=[O:28])[C:8]2[CH:13]=[N:12][C:11]([NH:48][C:45]3[CH:46]=[CH:47][C:42]([CH:39]4[CH2:38][CH2:37][N:36]([C:34]([O:33][C:29]([CH3:32])([CH3:31])[CH3:30])=[O:35])[CH2:41][CH2:40]4)=[CH:43][CH:44]=3)=[N:10][C:9]=2[N:18]([C:20]2[CH:25]=[CH:24][C:23]([CH2:26][CH3:27])=[CH:22][CH:21]=2)[CH:19]=1)=[O:5])[CH3:2], predict the reactants needed to synthesize it. (2) Given the product [Cl:1][C:2]1[CH:7]=[CH:6][C:5]([CH2:8][CH2:9][Cl:19])=[CH:4][CH:3]=1, predict the reactants needed to synthesize it. The reactants are: [Cl:1][C:2]1[CH:7]=[CH:6][C:5]([CH2:8][CH2:9]O)=[CH:4][CH:3]=1.CN(C)C(=O)C.S(Cl)([Cl:19])=O. (3) Given the product [Cl:7][C:8]1[C:12]([CH2:13][O:14][C:15]2[CH:20]=[CH:19][C:18]([CH2:21][CH2:22][CH2:23][OH:24])=[C:17]([F:28])[C:16]=2[F:29])=[C:11]([C:30]2[CH:31]=[CH:32][C:33]([CH2:36][CH3:37])=[CH:34][CH:35]=2)[S:10][N:9]=1, predict the reactants needed to synthesize it. The reactants are: [H-].[H-].[H-].[H-].[Li+].[Al+3].[Cl:7][C:8]1[C:12]([CH2:13][O:14][C:15]2[CH:20]=[CH:19][C:18]([CH2:21][CH2:22][C:23](OCC)=[O:24])=[C:17]([F:28])[C:16]=2[F:29])=[C:11]([C:30]2[CH:35]=[CH:34][C:33]([CH2:36][CH3:37])=[CH:32][CH:31]=2)[S:10][N:9]=1. (4) Given the product [Br:1][C:2]1[CH:3]=[C:4]([C:8]#[N:9])[S:5][C:6]=1[C:14]1[C:15]2[C:20](=[CH:19][CH:18]=[CH:17][CH:16]=2)[C:11]([CH3:10])=[CH:12][CH:13]=1, predict the reactants needed to synthesize it. The reactants are: [Br:1][C:2]1[CH:3]=[C:4]([C:8]#[N:9])[S:5][C:6]=1Br.[CH3:10][C:11]1[C:20]2[C:15](=[CH:16][CH:17]=[CH:18][CH:19]=2)[C:14](B(O)O)=[CH:13][CH:12]=1.[F-].[K+].